This data is from Forward reaction prediction with 1.9M reactions from USPTO patents (1976-2016). The task is: Predict the product of the given reaction. Given the reactants [O:1]=[C:2]1[CH2:11][CH2:10][CH2:9][C:8]2[CH:7]=[C:6](OS(C(F)(F)F)(=O)=O)[CH:5]=[CH:4][C:3]1=2.[CH3:20][O:21][C:22]1[CH:27]=[CH:26][C:25](B(O)O)=[CH:24][CH:23]=1.C([O-])([O-])=O.[K+].[K+], predict the reaction product. The product is: [CH3:20][O:21][C:22]1[CH:27]=[CH:26][C:25]([C:6]2[CH:7]=[C:8]3[C:3](=[CH:4][CH:5]=2)[C:2](=[O:1])[CH2:11][CH2:10][CH2:9]3)=[CH:24][CH:23]=1.